From a dataset of NCI-60 drug combinations with 297,098 pairs across 59 cell lines. Regression. Given two drug SMILES strings and cell line genomic features, predict the synergy score measuring deviation from expected non-interaction effect. (1) Drug 1: COC1=NC(=NC2=C1N=CN2C3C(C(C(O3)CO)O)O)N. Drug 2: CCCCCOC(=O)NC1=NC(=O)N(C=C1F)C2C(C(C(O2)C)O)O. Cell line: NCI-H322M. Synergy scores: CSS=-3.49, Synergy_ZIP=2.26, Synergy_Bliss=-0.583, Synergy_Loewe=-4.58, Synergy_HSA=-5.98. (2) Drug 2: C1CCC(C(C1)N)N.C(=O)(C(=O)[O-])[O-].[Pt+4]. Cell line: MDA-MB-231. Synergy scores: CSS=31.0, Synergy_ZIP=-7.59, Synergy_Bliss=-0.793, Synergy_Loewe=1.72, Synergy_HSA=1.97. Drug 1: CCC1(CC2CC(C3=C(CCN(C2)C1)C4=CC=CC=C4N3)(C5=C(C=C6C(=C5)C78CCN9C7C(C=CC9)(C(C(C8N6C=O)(C(=O)OC)O)OC(=O)C)CC)OC)C(=O)OC)O.OS(=O)(=O)O. (3) Drug 1: CC1C(C(=O)NC(C(=O)N2CCCC2C(=O)N(CC(=O)N(C(C(=O)O1)C(C)C)C)C)C(C)C)NC(=O)C3=C4C(=C(C=C3)C)OC5=C(C(=O)C(=C(C5=N4)C(=O)NC6C(OC(=O)C(N(C(=O)CN(C(=O)C7CCCN7C(=O)C(NC6=O)C(C)C)C)C)C(C)C)C)N)C. Drug 2: CC1=C2C(C(=O)C3(C(CC4C(C3C(C(C2(C)C)(CC1OC(=O)C(C(C5=CC=CC=C5)NC(=O)OC(C)(C)C)O)O)OC(=O)C6=CC=CC=C6)(CO4)OC(=O)C)O)C)O. Cell line: K-562. Synergy scores: CSS=23.7, Synergy_ZIP=13.7, Synergy_Bliss=18.4, Synergy_Loewe=5.27, Synergy_HSA=6.32. (4) Drug 1: C1=CC=C(C=C1)NC(=O)CCCCCCC(=O)NO. Drug 2: CCN(CC)CCNC(=O)C1=C(NC(=C1C)C=C2C3=C(C=CC(=C3)F)NC2=O)C. Cell line: MOLT-4. Synergy scores: CSS=37.6, Synergy_ZIP=-3.35, Synergy_Bliss=-5.12, Synergy_Loewe=-10.2, Synergy_HSA=-9.46. (5) Drug 1: C1=CC(=CC=C1CCC2=CNC3=C2C(=O)NC(=N3)N)C(=O)NC(CCC(=O)O)C(=O)O. Drug 2: N.N.Cl[Pt+2]Cl. Cell line: NCI/ADR-RES. Synergy scores: CSS=13.7, Synergy_ZIP=-1.22, Synergy_Bliss=0.629, Synergy_Loewe=-10.4, Synergy_HSA=-1.56. (6) Drug 1: CN(CCCl)CCCl.Cl. Drug 2: C1C(C(OC1N2C=NC3=C2NC=NCC3O)CO)O. Cell line: COLO 205. Synergy scores: CSS=45.5, Synergy_ZIP=3.61, Synergy_Bliss=1.70, Synergy_Loewe=-0.957, Synergy_HSA=2.63. (7) Drug 1: CC(C1=C(C=CC(=C1Cl)F)Cl)OC2=C(N=CC(=C2)C3=CN(N=C3)C4CCNCC4)N. Drug 2: C#CCC(CC1=CN=C2C(=N1)C(=NC(=N2)N)N)C3=CC=C(C=C3)C(=O)NC(CCC(=O)O)C(=O)O. Cell line: NCI-H226. Synergy scores: CSS=8.58, Synergy_ZIP=0.305, Synergy_Bliss=2.06, Synergy_Loewe=0.215, Synergy_HSA=0.953. (8) Drug 1: CC1=CC=C(C=C1)C2=CC(=NN2C3=CC=C(C=C3)S(=O)(=O)N)C(F)(F)F. Drug 2: CCC1=C2CN3C(=CC4=C(C3=O)COC(=O)C4(CC)O)C2=NC5=C1C=C(C=C5)O. Cell line: IGROV1. Synergy scores: CSS=22.4, Synergy_ZIP=3.02, Synergy_Bliss=7.08, Synergy_Loewe=-36.5, Synergy_HSA=7.96. (9) Synergy scores: CSS=4.79, Synergy_ZIP=-1.10, Synergy_Bliss=1.55, Synergy_Loewe=1.53, Synergy_HSA=1.95. Cell line: UACC62. Drug 2: C1=CC=C(C(=C1)C(C2=CC=C(C=C2)Cl)C(Cl)Cl)Cl. Drug 1: CC1=C(C(=CC=C1)Cl)NC(=O)C2=CN=C(S2)NC3=CC(=NC(=N3)C)N4CCN(CC4)CCO.